Dataset: Antibody developability classification from SAbDab with 2,409 antibodies. Task: Regression/Classification. Given an antibody's heavy chain and light chain sequences, predict its developability. TAP uses regression for 5 developability metrics; SAbDab uses binary classification. (1) The antibody is ['QVQLVQSGAEVRKPGASVKVSCKASGDTFSSYAISWVRQAPGQGLEWMGGIIPIFGTANYAQAFQGRVTITANESTSTAYMELSSLRSEDTAIYYCARDNPTLLGSDYWGAGTLVTVSS', 'DIQMTQSPSTLSASIGDRVTITCRASEGIYHWLAWYQQKPGKAPKLLIYKASSLASGAPSRFSGSGSGTDFTLTISSLQPDDFATYYCQQYSNYPLTFGGGTKLEIK']. Result: 0 (not developable). (2) Result: 0 (not developable). The antibody is ['AVQFLESGAELAKPGASVKMSCKASGYTFTTYWMHWVKQRPGQGLEWIGFISPNTDYTEYNQKFRDKATLTADKSSTTAYMQLSSLTSEDSAVYYCARSFIGYNFDFWGQGTTLTVSS', 'EVLMTQTPLSLPVNLGDQASISCRSSQTIVYSNGNTYLEWYLQKPGQSPKLLIYKVSNRFSGVPDRFSGSGSGTDFTLKISRVEADDLGVYYCFQGSHVPFTFGSGTKLEIK'].